Predict the reactants needed to synthesize the given product. From a dataset of Full USPTO retrosynthesis dataset with 1.9M reactions from patents (1976-2016). (1) Given the product [CH3:7][N:5]1[CH:6]=[C:2]([C:36]2[CH:41]=[CH:40][N:39]=[CH:38][CH:37]=2)[C:3]([C:8]2[C:9]([F:27])=[C:10]([NH:15][S:16]([C:19]3[CH:24]=[C:23]([F:25])[CH:22]=[CH:21][C:20]=3[F:26])(=[O:18])=[O:17])[CH:11]=[CH:12][C:13]=2[F:14])=[N:4]1, predict the reactants needed to synthesize it. The reactants are: Br[C:2]1[C:3]([C:8]2[C:9]([F:27])=[C:10]([NH:15][S:16]([C:19]3[CH:24]=[C:23]([F:25])[CH:22]=[CH:21][C:20]=3[F:26])(=[O:18])=[O:17])[CH:11]=[CH:12][C:13]=2[F:14])=[N:4][N:5]([CH3:7])[CH:6]=1.CC1(C)C(C)(C)OB([C:36]2[CH:41]=[CH:40][N:39]=[CH:38][CH:37]=2)O1.C(=O)([O-])[O-].[Na+].[Na+]. (2) Given the product [Br:7][C:8]1[CH:16]=[CH:15][C:11]([C:12]([N:20]([CH3:19])[CH3:23])=[O:13])=[CH:10][C:9]=1[F:17], predict the reactants needed to synthesize it. The reactants are: C(Cl)(=O)C(Cl)=O.[Br:7][C:8]1[CH:16]=[CH:15][C:11]([C:12](O)=[O:13])=[CH:10][C:9]=1[F:17].Cl.[CH3:19][NH:20]OC.[C:23](=O)([O-])[O-].[K+].[K+]. (3) Given the product [Cl:24][C:21]1[CH:20]=[CH:19][C:18]([C:12]2[C:11]3[CH2:10][CH2:9][NH:8][CH2:17][CH2:16][C:15]=3[N:14]([CH:26]3[CH2:32][CH2:31][CH2:30][CH2:29][CH2:28][CH2:27]3)[N:13]=2)=[CH:23][CH:22]=1, predict the reactants needed to synthesize it. The reactants are: C(OC([N:8]1[CH2:17][CH2:16][C:15]2[NH:14][N:13]=[C:12]([C:18]3[CH:23]=[CH:22][C:21]([Cl:24])=[CH:20][CH:19]=3)[C:11]=2[CH2:10][CH2:9]1)=O)(C)(C)C.Cl[CH:26]1[CH2:32][CH2:31][CH2:30][CH2:29][CH2:28][CH2:27]1.C(OC(N1CCC2NN(C3CCCCCC3)C(C3C=CC(Cl)=CC=3)C=2CC1)=O)(C)(C)C. (4) Given the product [Cl:35][C:32]1[CH:33]=[C:34]2[NH:6][C:7](=[O:36])[C:8]3([CH:13]([C:14]4[CH:19]=[CH:18][CH:17]=[C:16]([Cl:20])[CH:15]=4)[CH2:12][C:11](=[O:21])[NH:10][CH:9]3[C:22]3[CH:27]=[CH:26][CH:25]=[C:24]([F:28])[CH:23]=3)[C:29]2=[CH:30][CH:31]=1, predict the reactants needed to synthesize it. The reactants are: C(OC([N:6]1[C:34]2[C:29](=[CH:30][CH:31]=[C:32]([Cl:35])[CH:33]=2)[C:8]2([CH:13]([C:14]3[CH:19]=[CH:18][CH:17]=[C:16]([Cl:20])[CH:15]=3)[CH2:12][C:11](=[O:21])[NH:10][CH:9]2[C:22]2[CH:27]=[CH:26][CH:25]=[C:24]([F:28])[CH:23]=2)[C:7]1=[O:36])=O)C.[OH-].[Na+]. (5) Given the product [C:1]([O:5][C:6]([N:8]1[CH2:13][CH2:12][CH:11]([CH:14]=[O:19])[CH2:10][CH2:9]1)=[O:7])([CH3:4])([CH3:3])[CH3:2], predict the reactants needed to synthesize it. The reactants are: [C:1]([O:5][C:6]([N:8]1[CH2:13][CH2:12][CH:11]([C:14](=[O:19])N(OC)C)[CH2:10][CH2:9]1)=[O:7])([CH3:4])([CH3:3])[CH3:2]. (6) Given the product [F:1][C:2]1[CH:7]=[CH:6][C:5]([CH3:8])=[CH:4][C:3]=1[C:9]1[O:13][N:12]=[C:11]([CH:14]([OH:16])[CH3:15])[CH:10]=1, predict the reactants needed to synthesize it. The reactants are: [F:1][C:2]1[CH:7]=[CH:6][C:5]([CH3:8])=[CH:4][C:3]=1[C:9]1[O:13][N:12]=[C:11]([C:14](=[O:16])[CH3:15])[CH:10]=1.[BH4-].[Na+]. (7) The reactants are: Cl.[CH3:2][C@H:3]1[CH2:8][NH:7][CH2:6][CH2:5][N:4]1[S:9]([C:12]1[CH:17]=[CH:16][C:15]([C:18]([F:21])([F:20])[F:19])=[CH:14][CH:13]=1)(=[O:11])=[O:10].C1C=CC2N(O)N=NC=2C=1.O.CN(C(ON1N=NC2C=CC=CC1=2)=[N+](C)C)C.F[P-](F)(F)(F)(F)F.[CH3:57][C:58]1[C:63]([C:64]([OH:66])=[O:65])=[CH:62][CH:61]=[CH:60][N:59]=1.CCN(C(C)C)C(C)C. Given the product [CH:64]([OH:66])=[O:65].[CH3:2][C@H:3]1[CH2:8][N:7]([C:64]([C:63]2[C:58]([CH3:57])=[N:59][CH:60]=[CH:61][CH:62]=2)=[O:65])[CH2:6][CH2:5][N:4]1[S:9]([C:12]1[CH:13]=[CH:14][C:15]([C:18]([F:21])([F:19])[F:20])=[CH:16][CH:17]=1)(=[O:11])=[O:10], predict the reactants needed to synthesize it.